Dataset: Forward reaction prediction with 1.9M reactions from USPTO patents (1976-2016). Task: Predict the product of the given reaction. Given the reactants [BH4-].[Na+].[Cl-].[Ca+2].[Cl-].[CH2:6]([C@H:13]1[N:18]([C:19]([C:21]2[N:22]=[CH:23][N:24]([C@H:32]3[CH2:37][CH2:36][CH2:35][CH2:34][C:33]3([CH2:39][C:40](OCC)=[O:41])[OH:38])[C:25]=2[C:26]2[CH:31]=[CH:30][CH:29]=[CH:28][CH:27]=2)=[O:20])[CH2:17][CH2:16][N:15]([C:45]([O:47][C:48]([CH3:51])([CH3:50])[CH3:49])=[O:46])[CH2:14]1)[C:7]1[CH:12]=[CH:11][CH:10]=[CH:9][CH:8]=1.O, predict the reaction product. The product is: [CH2:6]([C@H:13]1[N:18]([C:19]([C:21]2[N:22]=[CH:23][N:24]([C@H:32]3[CH2:37][CH2:36][CH2:35][CH2:34][C:33]3([OH:38])[CH2:39][CH2:40][OH:41])[C:25]=2[C:26]2[CH:31]=[CH:30][CH:29]=[CH:28][CH:27]=2)=[O:20])[CH2:17][CH2:16][N:15]([C:45]([O:47][C:48]([CH3:51])([CH3:50])[CH3:49])=[O:46])[CH2:14]1)[C:7]1[CH:12]=[CH:11][CH:10]=[CH:9][CH:8]=1.